This data is from Full USPTO retrosynthesis dataset with 1.9M reactions from patents (1976-2016). The task is: Predict the reactants needed to synthesize the given product. (1) Given the product [O:13]1[CH2:18][CH2:17][CH:16]([CH2:19][N:1]2[CH2:8][CH2:7][CH2:6][C@H:2]2[C:3]([OH:5])=[O:4])[CH2:15][CH2:14]1, predict the reactants needed to synthesize it. The reactants are: [NH:1]1[CH2:8][CH2:7][CH2:6][C@H:2]1[C:3]([OH:5])=[O:4].C(O)(=O)C.[O:13]1[CH2:18][CH2:17][CH:16]([CH:19]=O)[CH2:15][CH2:14]1.S([O-])([O-])(=O)=O.[Na+].[Na+].C(O[BH-](OC(=O)C)OC(=O)C)(=O)C. (2) Given the product [N+:18]([C:21]1[CH:26]=[C:25]([C:2]2[CH:3]=[CH:4][C:5]3[NH:16][C:15](=[O:17])[O:14][C:8]4([CH2:13][CH2:12][CH2:11][CH2:10][CH2:9]4)[C:6]=3[CH:7]=2)[CH:24]=[CH:23][CH:22]=1)([O-:20])=[O:19], predict the reactants needed to synthesize it. The reactants are: Br[C:2]1[CH:3]=[CH:4][C:5]2[NH:16][C:15](=[O:17])[O:14][C:8]3([CH2:13][CH2:12][CH2:11][CH2:10][CH2:9]3)[C:6]=2[CH:7]=1.[N+:18]([C:21]1[CH:22]=[C:23](B(O)O)[CH:24]=[CH:25][CH:26]=1)([O-:20])=[O:19]. (3) Given the product [C:1]([C:4]1[CH:9]=[CH:8][C:7]([NH:10][C:11]2[N:15]([CH2:16][CH2:17][CH:18]=[O:19])[C:14]3[CH:23]=[C:24]([C:27]([N:29]([CH2:30][CH2:31][CH:32]([CH3:34])[CH3:33])[CH2:35][CH2:36][CH:37]([CH3:39])[CH3:38])=[O:28])[CH:25]=[CH:26][C:13]=3[N:12]=2)=[CH:6][CH:5]=1)(=[O:3])[CH3:2], predict the reactants needed to synthesize it. The reactants are: [C:1]([C:4]1[CH:9]=[CH:8][C:7]([NH:10][C:11]2[N:15]([CH2:16][CH2:17][CH:18]3OCC[O:19]3)[C:14]3[CH:23]=[C:24]([C:27]([N:29]([CH2:35][CH2:36][CH:37]([CH3:39])[CH3:38])[CH2:30][CH2:31][CH:32]([CH3:34])[CH3:33])=[O:28])[CH:25]=[CH:26][C:13]=3[N:12]=2)=[CH:6][CH:5]=1)(=[O:3])[CH3:2].Cl. (4) Given the product [C:16]([C:2]1[C:6]2[CH:7]=[C:8]([C:11]([O:13][CH3:14])=[O:12])[CH:9]=[CH:10][C:5]=2[O:4][CH:3]=1)#[C:15][CH3:17], predict the reactants needed to synthesize it. The reactants are: Br[C:2]1[C:6]2[CH:7]=[C:8]([C:11]([O:13][CH3:14])=[O:12])[CH:9]=[CH:10][C:5]=2[O:4][CH:3]=1.[C:15](P(C(C)(C)C)C(C)(C)C)(C)([CH3:17])[CH3:16].C#CC. (5) Given the product [CH3:8][CH:9]([CH3:25])[CH2:10][NH:11][C:12]1[C:21]2[C:16](=[CH:17][CH:18]=[CH:19][N:20]=2)[N:15]=[CH:14][C:13]=1[NH2:22], predict the reactants needed to synthesize it. The reactants are: C1(C)C=CC=CC=1.[CH3:8][CH:9]([CH3:25])[CH2:10][NH:11][C:12]1[C:21]2[C:16](=[CH:17][CH:18]=[CH:19][N:20]=2)[N:15]=[CH:14][C:13]=1[N+:22]([O-])=O. (6) Given the product [F:43][C:42]([F:44])([F:45])[C:34]1[CH:33]=[C:32]([CH:37]=[C:36]([C:38]([F:40])([F:41])[F:39])[CH:35]=1)[CH2:31][N:18]([C:19]1[N:24]=[CH:23][C:22]([C:25]2[CH:26]=[N:27][N:28]([CH3:30])[CH:29]=2)=[CH:21][N:20]=1)[C@@H:16]1[CH2:17][N:13]([C:11]([N:48]2[CH2:53][CH2:52][O:51][CH2:50][CH2:49]2)=[O:12])[C@H:14]([CH2:46][CH3:47])[CH2:15]1, predict the reactants needed to synthesize it. The reactants are: [N+](C1C=CC(O[C:11]([N:13]2[CH2:17][C@@H:16]([N:18]([CH2:31][C:32]3[CH:37]=[C:36]([C:38]([F:41])([F:40])[F:39])[CH:35]=[C:34]([C:42]([F:45])([F:44])[F:43])[CH:33]=3)[C:19]3[N:24]=[CH:23][C:22]([C:25]4[CH:26]=[N:27][N:28]([CH3:30])[CH:29]=4)=[CH:21][N:20]=3)[CH2:15][C@H:14]2[CH2:46][CH3:47])=[O:12])=CC=1)([O-])=O.[NH:48]1[CH2:53][CH2:52][O:51][CH2:50][CH2:49]1. (7) Given the product [OH:1][CH:2]([CH2:4][N:5]1[C:18]2[CH:17]=[C:16]([C:19]([F:20])([F:22])[F:21])[CH:15]=[CH:14][C:13]=2[S:12][C:11]2[C:6]1=[CH:7][CH:8]=[CH:9][CH:10]=2)[CH2:3][N:39]1[CH2:38][C:37]2([CH2:34][N:35]([C:41]([O:43][C:44]([CH3:46])([CH3:45])[CH3:47])=[O:42])[CH2:36]2)[CH2:40]1, predict the reactants needed to synthesize it. The reactants are: [O:1]1[CH2:3][CH:2]1[CH2:4][N:5]1[C:18]2[CH:17]=[C:16]([C:19]([F:22])([F:21])[F:20])[CH:15]=[CH:14][C:13]=2[S:12][C:11]2[C:6]1=[CH:7][CH:8]=[CH:9][CH:10]=2.CC(O)(C)C.C(O)(=O)C(O)=O.[CH2:34]1[C:37]2([CH2:40][NH:39][CH2:38]2)[CH2:36][N:35]1[C:41]([O:43][C:44]([CH3:47])([CH3:46])[CH3:45])=[O:42].[C:44]([O:43][C:41]([N:35]1[CH2:36][C:37]2([CH2:40][NH:39][CH2:38]2)[CH2:34]1)=[O:42])([CH3:47])([CH3:46])[CH3:45].